Regression. Given a peptide amino acid sequence and an MHC pseudo amino acid sequence, predict their binding affinity value. This is MHC class I binding data. From a dataset of Peptide-MHC class I binding affinity with 185,985 pairs from IEDB/IMGT. The peptide sequence is SIPFGLMSA. The MHC is HLA-A25:01 with pseudo-sequence HLA-A25:01. The binding affinity (normalized) is 0.0847.